Dataset: Full USPTO retrosynthesis dataset with 1.9M reactions from patents (1976-2016). Task: Predict the reactants needed to synthesize the given product. Given the product [CH2:1]([O:8][C:9]1[CH:10]=[C:11]2[C:15](=[CH:16][CH:17]=1)[CH2:14][CH:13]([C:18]([C:20]1[O:21][C:22]([C:25]3[N:30]=[C:29]([C:31]([OH:33])=[O:32])[CH:28]=[CH:27][CH:26]=3)=[CH:23][N:24]=1)=[O:19])[CH2:12]2)[C:2]1[CH:3]=[CH:4][CH:5]=[CH:6][CH:7]=1, predict the reactants needed to synthesize it. The reactants are: [CH2:1]([O:8][C:9]1[CH:10]=[C:11]2[C:15](=[CH:16][CH:17]=1)[CH2:14][CH:13]([C:18]([C:20]1[O:21][C:22]([C:25]3[N:30]=[C:29]([C:31]([O:33]C)=[O:32])[CH:28]=[CH:27][CH:26]=3)=[CH:23][N:24]=1)=[O:19])[CH2:12]2)[C:2]1[CH:7]=[CH:6][CH:5]=[CH:4][CH:3]=1.